Dataset: Reaction yield outcomes from USPTO patents with 853,638 reactions. Task: Predict the reaction yield, written as a fraction of the theoretical maximum amount of product (1.0 means a 100% yield; for example, 0.34 means a 34% yield). The reactants are [Br:1][C:2]1[CH:7]=[CH:6][C:5]([C:8]([C:10]2[CH:15]=[CH:14][CH:13]=[C:12]([O:16]C)[CH:11]=2)=[O:9])=[CH:4][C:3]=1[F:18].[Al+3].[Cl-].[Cl-].[Cl-].Cl. The catalyst is C1(C)C=CC=CC=1. The product is [Br:1][C:2]1[CH:7]=[CH:6][C:5]([C:8]([C:10]2[CH:15]=[CH:14][CH:13]=[C:12]([OH:16])[CH:11]=2)=[O:9])=[CH:4][C:3]=1[F:18]. The yield is 1.00.